Task: Predict the product of the given reaction.. Dataset: Forward reaction prediction with 1.9M reactions from USPTO patents (1976-2016) (1) Given the reactants [CH3:1][C:2]1[C:3]([N+:9]([O-:11])=[O:10])=[C:4]([OH:8])[CH:5]=[CH:6][CH:7]=1.[F:12][C:13]([F:26])([F:25])[S:14](O[S:14]([C:13]([F:26])([F:25])[F:12])(=[O:16])=[O:15])(=[O:16])=[O:15], predict the reaction product. The product is: [CH3:1][C:2]1[C:3]([N+:9]([O-:11])=[O:10])=[C:4]([O:8][S:14]([C:13]([F:26])([F:25])[F:12])(=[O:16])=[O:15])[CH:5]=[CH:6][CH:7]=1. (2) Given the reactants C[O:2][C:3]([C:5]1[CH:10]=[CH:9][C:8]([C:11]2[O:12][C:13]([CH3:33])=[C:14]([CH2:16][S:17]([CH:20]3[CH2:25][CH2:24][N:23]([C:26]([O:28][C:29]([CH3:32])([CH3:31])[CH3:30])=[O:27])[CH2:22][CH2:21]3)(=[O:19])=[O:18])[N:15]=2)=[CH:7][CH:6]=1)=[O:4].[OH-].[Na+], predict the reaction product. The product is: [C:29]([O:28][C:26]([N:23]1[CH2:22][CH2:21][CH:20]([S:17]([CH2:16][C:14]2[N:15]=[C:11]([C:8]3[CH:7]=[CH:6][C:5]([C:3]([OH:4])=[O:2])=[CH:10][CH:9]=3)[O:12][C:13]=2[CH3:33])(=[O:18])=[O:19])[CH2:25][CH2:24]1)=[O:27])([CH3:32])([CH3:30])[CH3:31]. (3) Given the reactants [I:1][C:2]1[CH:3]=[C:4]([CH2:8][S:9](Cl)(=[O:11])=[O:10])[CH:5]=[CH:6][CH:7]=1.[NH3:13], predict the reaction product. The product is: [I:1][C:2]1[CH:3]=[C:4]([CH2:8][S:9]([NH2:13])(=[O:11])=[O:10])[CH:5]=[CH:6][CH:7]=1. (4) Given the reactants [F:1][C:2]([F:7])([CH3:6])[C:3](O)=[O:4].C(Cl)(=O)C(Cl)=O.[CH:14]([O:16][CH2:17][CH3:18])=[CH2:15].N1C=CC=CC=1, predict the reaction product. The product is: [CH2:17]([O:16][CH:14]=[CH:15][C:3](=[O:4])[C:2]([F:7])([F:1])[CH3:6])[CH3:18]. (5) The product is: [ClH:1].[F:21][C:22]1([F:29])[CH2:27][CH2:26][CH:25]([NH:2][C@@H:3]2[CH2:5][C@H:4]2[C:6]2[CH:7]=[C:8]([CH:18]=[CH:19][CH:20]=2)[C:9]([NH:11][CH:12]2[CH2:13][CH2:14][O:15][CH2:16][CH2:17]2)=[O:10])[CH2:24][CH2:23]1. Given the reactants [ClH:1].[NH2:2][C@@H:3]1[CH2:5][C@H:4]1[C:6]1[CH:7]=[C:8]([CH:18]=[CH:19][CH:20]=1)[C:9]([NH:11][CH:12]1[CH2:17][CH2:16][O:15][CH2:14][CH2:13]1)=[O:10].[F:21][C:22]1([F:29])[CH2:27][CH2:26][C:25](=O)[CH2:24][CH2:23]1.C(=O)([O-])O.[Na+], predict the reaction product.